This data is from Full USPTO retrosynthesis dataset with 1.9M reactions from patents (1976-2016). The task is: Predict the reactants needed to synthesize the given product. (1) Given the product [CH3:21][O:22][CH2:23][CH2:24][O:1][C:2]1[CH:7]=[C:6]([CH3:8])[O:5][C:4](=[O:9])[C:3]=1[C:10](=[O:20])[CH:11]=[CH:12][C:13]1[CH:18]=[CH:17][CH:16]=[C:15]([CH3:19])[CH:14]=1, predict the reactants needed to synthesize it. The reactants are: [OH:1][C:2]1[CH:7]=[C:6]([CH3:8])[O:5][C:4](=[O:9])[C:3]=1[C:10](=[O:20])[CH:11]=[CH:12][C:13]1[CH:18]=[CH:17][CH:16]=[C:15]([CH3:19])[CH:14]=1.[CH3:21][O:22][CH2:23][CH2:24]O.C1(P(C2C=CC=CC=2)C2C=CC=CC=2)C=CC=CC=1.N(C(OCC)=O)=NC(OCC)=O. (2) Given the product [ClH:27].[ClH:27].[Cl:27][C:28]1[CH:29]=[C:30]([NH:34][C:35]([NH:23][C:22]2[CH:24]=[CH:25][CH:26]=[C:20]([CH2:19][CH2:18][N:15]3[CH2:14][CH2:13][N:12]([C:8]4[CH:7]=[CH:6][CH:5]=[C:4]5[C:9]=4[CH:10]=[CH:11][C:2]([CH3:1])=[N:3]5)[CH2:17][CH2:16]3)[CH:21]=2)=[O:36])[CH:31]=[CH:32][CH:33]=1, predict the reactants needed to synthesize it. The reactants are: [CH3:1][C:2]1[CH:11]=[CH:10][C:9]2[C:4](=[CH:5][CH:6]=[CH:7][C:8]=2[N:12]2[CH2:17][CH2:16][N:15]([CH2:18][CH2:19][C:20]3[CH:21]=[C:22]([CH:24]=[CH:25][CH:26]=3)[NH2:23])[CH2:14][CH2:13]2)[N:3]=1.[Cl:27][C:28]1[CH:33]=[CH:32][CH:31]=[C:30]([N:34]=[C:35]=[O:36])[CH:29]=1. (3) Given the product [OH:28][N:27]=[C:23]([NH2:24])[C:22]1[CH:21]=[CH:20][C:19]([O:18][CH2:17][CH2:16][CH2:15][CH:12]2[CH2:11][CH2:10][N:9]([CH2:8][CH2:7][CH2:6][OH:5])[CH2:14][CH2:13]2)=[CH:26][CH:25]=1, predict the reactants needed to synthesize it. The reactants are: CS(C)=O.[OH:5][CH2:6][CH2:7][CH2:8][N:9]1[CH2:14][CH2:13][CH:12]([CH2:15][CH2:16][CH2:17][O:18][C:19]2[CH:26]=[CH:25][C:22]([C:23]#[N:24])=[CH:21][CH:20]=2)[CH2:11][CH2:10]1.[NH2:27][OH:28]. (4) Given the product [Cl:1][C:2]1[CH:7]=[CH:6][C:5]([C:8]2[NH:9][N:10]=[C:11]([N:19]3[CH2:20][CH2:21][N:22]([CH:32]4[CH2:34][CH2:33]4)[CH2:23][CH2:24]3)[C:12]=2[C:13]2[CH:14]=[CH:15][N:16]=[CH:17][CH:18]=2)=[CH:4][CH:3]=1, predict the reactants needed to synthesize it. The reactants are: [Cl:1][C:2]1[CH:7]=[CH:6][C:5]([C:8]2[C:12]([C:13]3[CH:18]=[CH:17][N:16]=[CH:15][CH:14]=3)=[C:11]([N:19]3[CH2:24][CH2:23][NH:22][CH2:21][CH2:20]3)[NH:10][N:9]=2)=[CH:4][CH:3]=1.C(O)(=O)C.C(O[C:32]1(O[Si](C)(C)C)[CH2:34][CH2:33]1)C.C([BH3-])#N.[Na+]. (5) Given the product [Br:25][C:26]1[CH:31]=[CH:30][C:29]([F:32])=[CH:28][C:27]=1[O:1][CH:2]1[CH2:3][CH2:4][N:5]([C:8]2[N:13]=[CH:12][C:11]([C:14]3[N:15]=[N:16][N:17]([CH2:19][C:20]([OH:22])=[O:21])[N:18]=3)=[CH:10][N:9]=2)[CH2:6][CH2:7]1, predict the reactants needed to synthesize it. The reactants are: [OH:1][CH:2]1[CH2:7][CH2:6][N:5]([C:8]2[N:13]=[CH:12][C:11]([C:14]3[N:15]=[N:16][N:17]([CH2:19][C:20]([O:22]CC)=[O:21])[N:18]=3)=[CH:10][N:9]=2)[CH2:4][CH2:3]1.[Br:25][C:26]1[CH:31]=[CH:30][C:29]([F:32])=[CH:28][C:27]=1O.C1(P(C2C=CC=CC=2)C2C=CC=CC=2)C=CC=CC=1.N(C(OC(C)(C)C)=O)=NC(OC(C)(C)C)=O. (6) The reactants are: [CH3:1][O:2][C:3]1[C:10]([O:11][CH3:12])=[C:9]([O:13][CH3:14])[CH:8]=[CH:7][C:4]=1[CH:5]=O.[O:15]=[C:16]([CH:23]=P(C1C=CC=CC=1)(C1C=CC=CC=1)C1C=CC=CC=1)[CH2:17][C:18]([O:20][CH2:21][CH3:22])=[O:19]. Given the product [O:15]=[C:16](/[CH:23]=[CH:5]/[C:4]1[CH:7]=[CH:8][C:9]([O:13][CH3:14])=[C:10]([O:11][CH3:12])[C:3]=1[O:2][CH3:1])[CH2:17][C:18]([O:20][CH2:21][CH3:22])=[O:19], predict the reactants needed to synthesize it. (7) Given the product [Cl:45][C:46]1[CH:51]=[CH:50][CH:49]=[CH:48][C:47]=1[CH:52]([O:1][C:2]1[CH:6]=[C:5]([N:7]2[C:15]3[CH:14]=[CH:13][N:12]=[CH:11][C:10]=3[N:9]=[CH:8]2)[S:4][C:3]=1[C:16]([O:18][CH3:19])=[O:17])[CH3:53].[Cl:45][C:46]1[CH:51]=[CH:50][CH:49]=[CH:48][C:47]=1[CH:52]([O:20][C:21]1[CH:25]=[C:24]([N:26]2[C:30]3[CH:31]=[N:32][CH:33]=[CH:34][C:29]=3[N:28]=[CH:27]2)[S:23][C:22]=1[C:35]([O:37][CH3:38])=[O:36])[CH3:53], predict the reactants needed to synthesize it. The reactants are: [OH:1][C:2]1[CH:6]=[C:5]([N:7]2[C:15]3[CH:14]=[CH:13][N:12]=[CH:11][C:10]=3[N:9]=[CH:8]2)[S:4][C:3]=1[C:16]([O:18][CH3:19])=[O:17].[OH:20][C:21]1[CH:25]=[C:24]([N:26]2[C:30]3[CH:31]=[N:32][CH:33]=[CH:34][C:29]=3[N:28]=[CH:27]2)[S:23][C:22]=1[C:35]([O:37][CH3:38])=[O:36].C([O-])([O-])=O.[K+].[K+].[Cl:45][C:46]1[CH:51]=[CH:50][CH:49]=[CH:48][C:47]=1[CH:52](Cl)[CH3:53].